From a dataset of Forward reaction prediction with 1.9M reactions from USPTO patents (1976-2016). Predict the product of the given reaction. (1) Given the reactants Br[C:2]1[CH:7]=[CH:6][N:5]=[C:4]([NH:8][CH2:9][CH2:10][CH2:11][CH3:12])[CH:3]=1.[NH:13]1[CH2:17][CH2:16][C@@H:15]([NH:18][C:19](=[O:25])[O:20][C:21]([CH3:24])([CH3:23])[CH3:22])[CH2:14]1.CC1(C)C2C=CC=C(P(C3C=CC=CC=3)C3C=CC=CC=3)C=2OC2C1=CC=CC=2P(C1C=CC=CC=1)C1C=CC=CC=1.C(O[Na])(C)(C)C, predict the reaction product. The product is: [CH2:9]([NH:8][C:4]1[CH:3]=[C:2]([N:13]2[CH2:17][CH2:16][C@@H:15]([NH:18][C:19](=[O:25])[O:20][C:21]([CH3:23])([CH3:22])[CH3:24])[CH2:14]2)[CH:7]=[CH:6][N:5]=1)[CH2:10][CH2:11][CH3:12]. (2) The product is: [C:1]([C:5]1[CH:6]=[CH:7][C:8]([CH3:11])=[C:9]([Cl:15])[CH:10]=1)([CH3:4])([CH3:3])[CH3:2]. Given the reactants [C:1]([C:5]1[CH:10]=[CH:9][C:8]([CH3:11])=[CH:7][CH:6]=1)([CH3:4])([CH3:3])[CH3:2].I([Cl:15])(=O)=O.I(Cl)(=O)=O.I(Cl)(=O)=O.I(Cl)(=O)=O.C([N+](C)(C)C)C1C=CC=CC=1, predict the reaction product. (3) Given the reactants [N+:1]([C:4]1[CH:13]=[C:12]2[C:7]([CH2:8][CH2:9][O:10][C:11]2=[O:14])=[CH:6][CH:5]=1)([O-])=O.[H][H], predict the reaction product. The product is: [NH2:1][C:4]1[CH:13]=[C:12]2[C:7]([CH2:8][CH2:9][O:10][C:11]2=[O:14])=[CH:6][CH:5]=1. (4) Given the reactants [CH2:1]([N:8]([CH3:22])[C:9]1[C:14]([F:15])=[CH:13][C:12]([N+:16]([O-:18])=[O:17])=[CH:11][C:10]=1[CH2:19][CH2:20][OH:21])[C:2]1[CH:7]=[CH:6][CH:5]=[CH:4][CH:3]=1.N1C=CN=C1.[Si:28](Cl)([C:31]([CH3:34])([CH3:33])[CH3:32])([CH3:30])[CH3:29], predict the reaction product. The product is: [CH2:1]([N:8]([C:9]1[C:10]([CH2:19][CH2:20][O:21][Si:28]([C:31]([CH3:34])([CH3:33])[CH3:32])([CH3:30])[CH3:29])=[CH:11][C:12]([N+:16]([O-:18])=[O:17])=[CH:13][C:14]=1[F:15])[CH3:22])[C:2]1[CH:3]=[CH:4][CH:5]=[CH:6][CH:7]=1. (5) Given the reactants [CH3:1][O:2][C:3]1[CH:8]=[CH:7][C:6]([CH2:9][CH:10]([C:14]2[CH:19]=[CH:18][CH:17]=[CH:16][CH:15]=2)[C:11](O)=[O:12])=[CH:5][CH:4]=1.S(Cl)([Cl:22])=O, predict the reaction product. The product is: [CH3:1][O:2][C:3]1[CH:8]=[CH:7][C:6]([CH2:9][CH:10]([C:14]2[CH:19]=[CH:18][CH:17]=[CH:16][CH:15]=2)[C:11]([Cl:22])=[O:12])=[CH:5][CH:4]=1. (6) Given the reactants C[O:2][C:3]1[N:4]([CH2:18][C:19]2[CH:24]=[CH:23][C:22]([CH2:25]O)=[CH:21][CH:20]=2)[C:5]2[C:10]([N:11]=1)=[C:9]([NH2:12])[N:8]=[C:7]([NH:13][CH2:14][CH2:15][O:16][CH3:17])[N:6]=2.O=S(Cl)[Cl:29], predict the reaction product. The product is: [CH3:17][O:16][CH2:15][CH2:14][NH:13][C:7]1[N:6]=[C:5]2[C:10]([NH:11][C:3](=[O:2])[N:4]2[CH2:18][C:19]2[CH:24]=[CH:23][C:22]([CH2:25][Cl:29])=[CH:21][CH:20]=2)=[C:9]([NH2:12])[N:8]=1. (7) Given the reactants [C:1]([O:4][C:5]1[C:10](=[O:11])[N:9]([CH:12]([CH3:14])[CH3:13])[C:8](=[O:15])[N:7]2[CH:16]([CH2:29][CH2:30][N:31](CC3C=CC=CC=3)[CH3:32])[CH2:17][N:18]([CH2:21][C:22]3[CH:27]=[CH:26][C:25]([F:28])=[CH:24][CH:23]=3)[C:19](=[O:20])[C:6]=12)(=[O:3])[CH3:2].Cl, predict the reaction product. The product is: [C:1]([O:4][C:5]1[C:10](=[O:11])[N:9]([CH:12]([CH3:14])[CH3:13])[C:8](=[O:15])[N:7]2[CH:16]([CH2:29][CH2:30][NH:31][CH3:32])[CH2:17][N:18]([CH2:21][C:22]3[CH:23]=[CH:24][C:25]([F:28])=[CH:26][CH:27]=3)[C:19](=[O:20])[C:6]=12)(=[O:3])[CH3:2]. (8) Given the reactants [Cl:1][C:2]1[CH:7]=[C:6](I)[CH:5]=[C:4]([Cl:9])[N:3]=1.C(=O)([O-])[O-].[K+].[K+].[C:16]([O:20][C:21](=[O:40])[NH:22][CH2:23][C:24]1[CH:29]=[CH:28][C:27](B2OC(C)(C)C(C)(C)O2)=[CH:26][C:25]=1[F:39])([CH3:19])([CH3:18])[CH3:17], predict the reaction product. The product is: [C:16]([O:20][C:21](=[O:40])[NH:22][CH2:23][C:24]1[CH:29]=[CH:28][C:27]([C:6]2[CH:7]=[C:2]([Cl:1])[N:3]=[C:4]([Cl:9])[CH:5]=2)=[CH:26][C:25]=1[F:39])([CH3:19])([CH3:17])[CH3:18]. (9) Given the reactants [Cl:1][C:2]1[CH:11]=[CH:10][C:9]2[C:4](=[CH:5][C:6]([C:12]([O:14]CC)=[O:13])=[CH:7][CH:8]=2)[N:3]=1.[OH-].[Li+], predict the reaction product. The product is: [Cl:1][C:2]1[CH:11]=[CH:10][C:9]2[C:4](=[CH:5][C:6]([C:12]([OH:14])=[O:13])=[CH:7][CH:8]=2)[N:3]=1.